This data is from Full USPTO retrosynthesis dataset with 1.9M reactions from patents (1976-2016). The task is: Predict the reactants needed to synthesize the given product. (1) The reactants are: [NH2:1][C@@H:2]([CH3:38])[C:3]([NH:5][C:6]1[CH:7]=[C:8]2[C:13](=[CH:14][C:15]=1[O:16][CH2:17][CH2:18][O:19][CH3:20])[N:12]=[CH:11][N:10]=[C:9]2[NH:21][C:22]1[CH:27]=[CH:26][C:25]([O:28][CH2:29][C:30]2[CH:35]=[CH:34][CH:33]=[C:32]([F:36])[CH:31]=2)=[C:24]([Cl:37])[CH:23]=1)=[O:4].[C:39](Cl)(=[O:42])[CH:40]=[CH2:41].C(=O)(O)[O-].[Na+]. Given the product [Cl:37][C:24]1[CH:23]=[C:22]([NH:21][C:9]2[C:8]3[C:13](=[CH:14][C:15]([O:16][CH2:17][CH2:18][O:19][CH3:20])=[C:6]([NH:5][C:3]([C@@H:2]([NH:1][C:39](=[O:42])[CH:40]=[CH2:41])[CH3:38])=[O:4])[CH:7]=3)[N:12]=[CH:11][N:10]=2)[CH:27]=[CH:26][C:25]=1[O:28][CH2:29][C:30]1[CH:35]=[CH:34][CH:33]=[C:32]([F:36])[CH:31]=1, predict the reactants needed to synthesize it. (2) The reactants are: [N+:1]([C:4]1[CH:5]=[C:6]([CH:11]=[C:12]([C:14]2[CH:19]=[CH:18][N:17]=[CH:16][CH:15]=2)[CH:13]=1)[C:7]([O:9][CH3:10])=[O:8])([O-])=O. Given the product [NH2:1][C:4]1[CH:5]=[C:6]([CH:11]=[C:12]([C:14]2[CH:19]=[CH:18][N:17]=[CH:16][CH:15]=2)[CH:13]=1)[C:7]([O:9][CH3:10])=[O:8], predict the reactants needed to synthesize it. (3) Given the product [Si:1]([O-:5])([O-:4])([O-:3])[O-:2].[Al+3:15].[Si:1]([O-:5])([O-:4])([O-:3])[O-:2].[Si:1]([O-:5])([O-:4])([O-:3])[O-:2].[Al+3:15].[Al+3:15].[Al+3:15], predict the reactants needed to synthesize it. The reactants are: [Si:1]([O-:5])([O-:4])([O-:3])[O-:2].[Na+].[Na+].[Na+].[Na+].S([O-])([O-])(=O)=O.[Al+3:15].S([O-])([O-])(=O)=O.S([O-])([O-])(=O)=O.[Al+3].[OH-].[Na+].[N+]([O-])([O-])=O.[NH4+].[Na].[NH4+]. (4) Given the product [C:21]([O:20][CH:15]([C:8]1[N:9]([CH3:14])[C:10](=[O:13])[C:11]2[C:6]([C:7]=1[C:25]1[CH:30]=[CH:29][C:28]([CH3:31])=[C:27]([CH3:32])[CH:26]=1)=[CH:5][CH:4]=[C:3]([CH2:2][NH:1][S:41]([CH3:40])(=[O:43])=[O:42])[CH:12]=2)[C:16]([O:18][CH3:19])=[O:17])([CH3:22])([CH3:23])[CH3:24], predict the reactants needed to synthesize it. The reactants are: [NH2:1][CH2:2][C:3]1[CH:12]=[C:11]2[C:6]([C:7]([C:25]3[CH:30]=[CH:29][C:28]([CH3:31])=[C:27]([CH3:32])[CH:26]=3)=[C:8]([CH:15]([O:20][C:21]([CH3:24])([CH3:23])[CH3:22])[C:16]([O:18][CH3:19])=[O:17])[N:9]([CH3:14])[C:10]2=[O:13])=[CH:5][CH:4]=1.CCN(CC)CC.[CH3:40][S:41](Cl)(=[O:43])=[O:42].